From a dataset of Experimentally validated miRNA-target interactions with 360,000+ pairs, plus equal number of negative samples. Binary Classification. Given a miRNA mature sequence and a target amino acid sequence, predict their likelihood of interaction. The miRNA is mmu-miR-3110-5p with sequence UUCUGCCUCCCCUGAAGGCUC. The protein sequence of the target gene is MQLSQQLDLFPECRVTLLLFKDVKNAGDLRKKAMEGSIDGSLINPNVIVDPFQILVAANKAVHLHRLGKMKTRTLSTEIIFNLSPNNNISEALKKFGISETNTSVLIVYIEDGSKQVPQEHLVSQVEGQQVPLESLPEITRLSEVKKIYKLSSQEERIGTLLDAIICRMSTKDVL. Result: 1 (interaction).